Dataset: Full USPTO retrosynthesis dataset with 1.9M reactions from patents (1976-2016). Task: Predict the reactants needed to synthesize the given product. (1) Given the product [CH3:10][C:11]([CH3:16])([CH3:15])[CH2:12]/[CH:13]=[N:1]/[CH2:2][C:3]([O:5][C:6]([CH3:9])([CH3:8])[CH3:7])=[O:4], predict the reactants needed to synthesize it. The reactants are: [NH2:1][CH2:2][C:3]([O:5][C:6]([CH3:9])([CH3:8])[CH3:7])=[O:4].[CH3:10][C:11]([CH3:16])([CH3:15])[CH2:12][CH:13]=O.O. (2) The reactants are: [O:1]1[C:5]2[CH:6]=[CH:7][CH:8]=[CH:9][C:4]=2[N:3]=[C:2]1[C:10]1[C:11]([NH2:25])=[N:12][CH:13]=[C:14](B2OC(C)(C)C(C)(C)O2)[CH:15]=1.Br[C:27]1[C:28]([CH3:45])=[N:29][N:30]([CH:32]2[CH2:37][CH2:36][N:35]([C:38]([O:40][C:41]([CH3:44])([CH3:43])[CH3:42])=[O:39])[CH2:34][CH2:33]2)[CH:31]=1.C1(P(C2CCCCC2)C2CCCCC2)CCCCC1.P([O-])([O-])([O-])=O.[K+].[K+].[K+]. Given the product [NH2:25][C:11]1[N:12]=[CH:13][C:14]([C:27]2[C:28]([CH3:45])=[N:29][N:30]([CH:32]3[CH2:33][CH2:34][N:35]([C:38]([O:40][C:41]([CH3:43])([CH3:42])[CH3:44])=[O:39])[CH2:36][CH2:37]3)[CH:31]=2)=[CH:15][C:10]=1[C:2]1[O:1][C:5]2[CH:6]=[CH:7][CH:8]=[CH:9][C:4]=2[N:3]=1, predict the reactants needed to synthesize it. (3) Given the product [C:18](=[O:24])([O:19][CH2:20]/[C:36](/[C:39]1[CH:44]=[CH:43][C:42]([S:45]([CH3:48])(=[O:47])=[O:46])=[CH:41][CH:40]=1)=[C:35](/[C:49]1[CH:54]=[CH:53][CH:52]=[CH:51][CH:50]=1)\[CH2:34][O:33][Si:26]([C:29]([CH3:32])([CH3:30])[CH3:31])([CH3:28])[CH3:27])[O:7][CH2:6][CH2:5][CH2:4][CH2:3][CH2:2][Br:1], predict the reactants needed to synthesize it. The reactants are: [Br:1][CH2:2][CH2:3][CH2:4][CH2:5][CH2:6][OH:7].N1C=CC=CC=1.ClC(Cl)(O[C:18](=[O:24])[O:19][C:20](Cl)(Cl)Cl)Cl.[Si:26]([O:33][CH2:34]/[C:35](/[C:49]1[CH:54]=[CH:53][CH:52]=[CH:51][CH:50]=1)=[C:36](/[C:39]1[CH:44]=[CH:43][C:42]([S:45]([CH3:48])(=[O:47])=[O:46])=[CH:41][CH:40]=1)\CO)([C:29]([CH3:32])([CH3:31])[CH3:30])([CH3:28])[CH3:27].[Cl-].[NH4+].